From a dataset of Forward reaction prediction with 1.9M reactions from USPTO patents (1976-2016). Predict the product of the given reaction. (1) Given the reactants [Cl:1][C:2]1[CH:14]=[N:13][C:5]2[NH:6][C:7]3[CH2:12][CH2:11][NH:10][CH2:9][C:8]=3[C:4]=2[CH:3]=1.[CH3:15][O:16][C:17]1[CH:18]=[C:19]([CH:22]=[CH:23][CH:24]=1)[CH2:20]Br.C([O-])([O-])=O.[K+].[K+], predict the reaction product. The product is: [Cl:1][C:2]1[CH:14]=[N:13][C:5]2[NH:6][C:7]3[CH2:12][CH2:11][N:10]([CH2:20][C:19]4[CH:22]=[CH:23][CH:24]=[C:17]([O:16][CH3:15])[CH:18]=4)[CH2:9][C:8]=3[C:4]=2[CH:3]=1. (2) Given the reactants C([O:3][C:4](=[O:36])[C:5]1[CH:10]=[CH:9][C:8]([N:11]2[CH2:17][CH2:16][CH2:15][CH:14]([O:18][CH2:19][C:20]3[C:21]([C:28]4[C:33]([Cl:34])=[CH:32][CH:31]=[CH:30][C:29]=4[Cl:35])=[N:22][O:23][C:24]=3[CH:25]3[CH2:27][CH2:26]3)[CH2:13][CH2:12]2)=[CH:7][CH:6]=1)C.[OH-].[K+].Cl, predict the reaction product. The product is: [CH:25]1([C:24]2[O:23][N:22]=[C:21]([C:28]3[C:29]([Cl:35])=[CH:30][CH:31]=[CH:32][C:33]=3[Cl:34])[C:20]=2[CH2:19][O:18][CH:14]2[CH2:15][CH2:16][CH2:17][N:11]([C:8]3[CH:7]=[CH:6][C:5]([C:4]([OH:36])=[O:3])=[CH:10][CH:9]=3)[CH2:12][CH2:13]2)[CH2:27][CH2:26]1. (3) Given the reactants [NH2:1][C:2]1[CH:7]=[C:6]([Cl:8])[C:5]([Cl:9])=[CH:4][C:3]=1[NH2:10].O.C1C[O:15][CH2:14]C1, predict the reaction product. The product is: [Cl:8][C:6]1[C:5]([Cl:9])=[CH:4][C:3]2[NH:10][C:14](=[O:15])[NH:1][C:2]=2[CH:7]=1. (4) Given the reactants [F:1][C:2]1([F:38])[C@:6](OC(=O)C2C=CC=C(F)C=2)([OH:7])[C@@H:5]([CH:18](OC(=O)C2C=CC=C(F)C=2)[OH:19])[O:4][C@H:3]1[N:30]1[CH:37]=[CH:36][C:34]([NH2:35])=[N:33][C:31]1=[O:32].O.N, predict the reaction product. The product is: [F:38][C:2]1([F:1])[C@H:6]([OH:7])[C@@H:5]([CH2:18][OH:19])[O:4][C@H:3]1[N:30]1[CH:37]=[CH:36][C:34]([NH2:35])=[N:33][C:31]1=[O:32]. (5) Given the reactants C(=O)C1C(OC)=CC=CC=1.[CH3:11][O:12][C:13]1[CH:20]=[CH:19][CH:18]=[C:17]([O:21][CH3:22])[C:14]=1[CH:15]=O.[C:23]([C:26]1[CH:31]=[CH:30][CH:29]=[CH:28][N:27]=1)(=[O:25])[CH3:24], predict the reaction product. The product is: [CH3:11][O:12][C:13]1[CH:20]=[CH:19][CH:18]=[C:17]([O:21][CH3:22])[C:14]=1/[CH:15]=[CH:24]/[C:23]([C:26]1[CH:31]=[CH:30][CH:29]=[CH:28][N:27]=1)=[O:25]. (6) The product is: [Cl:67][C:68]1[CH:81]=[CH:80][C:71]([C:72]([N:74]2[CH2:78][CH2:77][C@@H:76]([NH:79][C:2]3[CH:7]=[CH:6][C:5](/[CH:8]=[CH:9]/[C:10]([O:12][CH2:13][CH3:14])=[O:11])=[CH:4][CH:3]=3)[CH2:75]2)=[O:73])=[CH:70][CH:69]=1. Given the reactants Br[C:2]1[CH:7]=[CH:6][C:5](/[CH:8]=[CH:9]/[C:10]([O:12][CH2:13][CH3:14])=[O:11])=[CH:4][CH:3]=1.C1C=CC(P(C2C=CC3C(=CC=CC=3)C=2C2C3C(=CC=CC=3)C=CC=2P(C2C=CC=CC=2)C2C=CC=CC=2)C2C=CC=CC=2)=CC=1.C(=O)([O-])[O-].[Cs+].[Cs+].[Cl:67][C:68]1[CH:81]=[CH:80][C:71]([C:72]([N:74]2[CH2:78][CH2:77][C@@H:76]([NH2:79])[CH2:75]2)=[O:73])=[CH:70][CH:69]=1, predict the reaction product. (7) Given the reactants [C:1]([C:5]1[N:9]([CH2:10][CH:11]2[CH2:16][CH2:15][CH2:14][CH2:13][CH2:12]2)[C:8]2[CH:17]=[CH:18][C:19]([N:21]([CH3:34])[S:22]([C:25]3[CH:30]=[CH:29][CH:28]=[C:27]([N+:31]([O-])=O)[CH:26]=3)(=[O:24])=[O:23])=[CH:20][C:7]=2[N:6]=1)([CH3:4])([CH3:3])[CH3:2], predict the reaction product. The product is: [NH2:31][C:27]1[CH:26]=[C:25]([S:22]([N:21]([C:19]2[CH:18]=[CH:17][C:8]3[N:9]([CH2:10][CH:11]4[CH2:16][CH2:15][CH2:14][CH2:13][CH2:12]4)[C:5]([C:1]([CH3:4])([CH3:3])[CH3:2])=[N:6][C:7]=3[CH:20]=2)[CH3:34])(=[O:24])=[O:23])[CH:30]=[CH:29][CH:28]=1.